This data is from Reaction yield outcomes from USPTO patents with 853,638 reactions. The task is: Predict the reaction yield, written as a fraction of the theoretical maximum amount of product (1.0 means a 100% yield; for example, 0.34 means a 34% yield). (1) The reactants are [OH:1][C:2]1[C:3]([C:15]2[CH:20]=[CH:19][CH:18]=[CH:17][CH:16]=2)=[N:4][C:5]2[C:10]([C:11]=1[C:12](O)=[O:13])=[CH:9][CH:8]=[CH:7][CH:6]=2.C(N(CC)CC)C.S(Cl)([Cl:30])=O.[C:32]1([C@@H:38]([NH2:41])[CH2:39][CH3:40])[CH:37]=[CH:36][CH:35]=[CH:34][CH:33]=1.C(N)(C)C.Cl. The catalyst is O.C(OCC)(=O)C. The product is [ClH:30].[CH2:39]([C@H:38]([NH:41][C:12]([C:11]1[C:10]2[C:5](=[CH:6][CH:7]=[CH:8][CH:9]=2)[N:4]=[C:3]([C:15]2[CH:20]=[CH:19][CH:18]=[CH:17][CH:16]=2)[C:2]=1[OH:1])=[O:13])[C:32]1[CH:37]=[CH:36][CH:35]=[CH:34][CH:33]=1)[CH3:40]. The yield is 0.720. (2) The reactants are [NH2:1][C:2]1[C:7](/[CH:8]=[CH:9]/[C:10](OC(C)(C)C)=[O:11])=[CH:6][C:5]([Br:17])=[CH:4][N:3]=1.C[O-].[Na+].O. The catalyst is CO. The product is [Br:17][C:5]1[CH:6]=[C:7]2[C:2](=[N:3][CH:4]=1)[NH:1][C:10](=[O:11])[CH:9]=[CH:8]2. The yield is 0.930. (3) The reactants are [Cl:1][C:2]1[C:11]2[C:6](=[CH:7][CH:8]=[CH:9][CH:10]=2)[C:5]([C:12]2[CH:17]=[CH:16][C:15]([F:18])=[CH:14][CH:13]=2)=[N:4][N:3]=1.[NH:19]1[CH2:24][CH2:23][CH:22]([NH:25][C:26](=[O:33])[C:27]2[CH:32]=[CH:31][CH:30]=[CH:29][CH:28]=2)[CH2:21][CH2:20]1.C(N(CC)CC)C. The catalyst is CN(C)C=O. The product is [ClH:1].[F:18][C:15]1[CH:16]=[CH:17][C:12]([C:5]2[C:6]3[C:11](=[CH:10][CH:9]=[CH:8][CH:7]=3)[C:2]([N:19]3[CH2:24][CH2:23][CH:22]([NH:25][C:26](=[O:33])[C:27]4[CH:32]=[CH:31][CH:30]=[CH:29][CH:28]=4)[CH2:21][CH2:20]3)=[N:3][N:4]=2)=[CH:13][CH:14]=1. The yield is 0.510.